This data is from Full USPTO retrosynthesis dataset with 1.9M reactions from patents (1976-2016). The task is: Predict the reactants needed to synthesize the given product. (1) Given the product [OH:27][C@@H:24]1[CH2:25][CH2:26][N:22]([C:3]2[C:2]([C:33]3[CH:34]=[N:35][C:30]([C:29]([F:40])([F:39])[F:28])=[CH:31][CH:32]=3)=[CH:21][C:6]([C:7]([NH:9][C:10]3[CH:15]=[CH:14][C:13]([O:16][C:17]([F:20])([F:19])[F:18])=[CH:12][CH:11]=3)=[O:8])=[CH:5][N:4]=2)[CH2:23]1, predict the reactants needed to synthesize it. The reactants are: Br[C:2]1[C:3]([N:22]2[CH2:26][CH2:25][C@@H:24]([OH:27])[CH2:23]2)=[N:4][CH:5]=[C:6]([CH:21]=1)[C:7]([NH:9][C:10]1[CH:15]=[CH:14][C:13]([O:16][C:17]([F:20])([F:19])[F:18])=[CH:12][CH:11]=1)=[O:8].[F:28][C:29]([F:40])([F:39])[C:30]1[N:35]=[CH:34][C:33](B(O)O)=[CH:32][CH:31]=1. (2) The reactants are: C[Si](C)(C)N[Si](C)(C)C.[Na].[Cl:11][C:12]1[C:17]([NH2:18])=[C:16]2[O:19][CH2:20][O:21][C:15]2=[CH:14][CH:13]=1.Cl[C:23]1[C:32]2[C:27](=[CH:28][C:29]([O:35][CH2:36][CH2:37][CH2:38][Cl:39])=[C:30]([O:33][CH3:34])[CH:31]=2)[N:26]=[CH:25][C:24]=1[C:40]#[N:41]. Given the product [Cl:11][C:12]1[C:17]([NH:18][C:23]2[C:32]3[C:27](=[CH:28][C:29]([O:35][CH2:36][CH2:37][CH2:38][Cl:39])=[C:30]([O:33][CH3:34])[CH:31]=3)[N:26]=[CH:25][C:24]=2[C:40]#[N:41])=[C:16]2[O:19][CH2:20][O:21][C:15]2=[CH:14][CH:13]=1, predict the reactants needed to synthesize it. (3) Given the product [OH:8][C:6]1[CH:7]=[C:2]([NH:1][C:16](=[O:25])[O:17][CH2:18][C:19]2[CH:24]=[CH:23][CH:22]=[CH:21][CH:20]=2)[CH:3]=[CH:4][C:5]=1[CH3:9], predict the reactants needed to synthesize it. The reactants are: [NH2:1][C:2]1[CH:3]=[CH:4][C:5]([CH3:9])=[C:6]([OH:8])[CH:7]=1.C(=O)([O-])O.[Na+].O.[C:16](Cl)(=[O:25])[O:17][CH2:18][C:19]1[CH:24]=[CH:23][CH:22]=[CH:21][CH:20]=1. (4) Given the product [C:1]([O:5][C:6](=[O:17])[NH:7][CH2:8][C:9]1[CH:14]=[CH:13][N:12]=[C:11]([C:15]2([NH2:16])[CH2:19][CH2:18]2)[CH:10]=1)([CH3:4])([CH3:2])[CH3:3], predict the reactants needed to synthesize it. The reactants are: [C:1]([O:5][C:6](=[O:17])[NH:7][CH2:8][C:9]1[CH:14]=[CH:13][N:12]=[C:11]([C:15]#[N:16])[CH:10]=1)([CH3:4])([CH3:3])[CH3:2].[CH2:18]([Mg]Br)[CH3:19].O. (5) Given the product [Br:1][C:2]1[CH:10]=[CH:9][CH:8]=[C:7]2[C:3]=1[CH2:4][CH2:5][C@@H:6]2[O:11][Si:16]([C:13]([CH3:15])([CH3:14])[CH3:12])([CH3:18])[CH3:17], predict the reactants needed to synthesize it. The reactants are: [Br:1][C:2]1[CH:10]=[CH:9][CH:8]=[C:7]2[C:3]=1[CH2:4][CH2:5][C@@H:6]2[OH:11].[CH3:12][C:13]([Si:16](Cl)([CH3:18])[CH3:17])([CH3:15])[CH3:14].N1C=CN=C1. (6) Given the product [OH:12][C:11]1[C:10]([O:16][CH2:17][CH2:18][CH3:19])=[CH:9][C:6]([CH:7]=[O:8])=[CH:5][C:4]=1[N+:1]([O-:3])=[O:2], predict the reactants needed to synthesize it. The reactants are: [N+:1]([C:4]1[CH:5]=[C:6]([CH:9]=[C:10]([O:16][CH2:17][CH2:18][CH3:19])[C:11]=1[O:12]CCC)[CH:7]=[O:8])([O-:3])=[O:2].[Al+3].[Cl-].[Cl-].[Cl-].